This data is from Full USPTO retrosynthesis dataset with 1.9M reactions from patents (1976-2016). The task is: Predict the reactants needed to synthesize the given product. Given the product [F:23][C:11]1[CH:12]=[C:13]([CH3:22])[C:14]([S:16][CH2:17][C:18]([F:19])([F:20])[F:21])=[CH:15][C:10]=1[N:9]1[C:5]([NH:4][CH2:1][C:2]#[CH:36])=[CH:6][C:7]([O:24][CH2:25][C:26]([F:32])([F:31])[C:27]([F:29])([F:30])[F:28])=[N:8]1, predict the reactants needed to synthesize it. The reactants are: [C:1]([NH:4][C:5]1[N:9]([C:10]2[CH:15]=[C:14]([S:16][CH2:17][C:18]([F:21])([F:20])[F:19])[C:13]([CH3:22])=[CH:12][C:11]=2[F:23])[N:8]=[C:7]([O:24][CH2:25][C:26]([F:32])([F:31])[C:27]([F:30])([F:29])[F:28])[CH:6]=1)(=O)[CH3:2].[H-].[Na+].Br[CH2:36]C#C.O.